This data is from NCI-60 drug combinations with 297,098 pairs across 59 cell lines. The task is: Regression. Given two drug SMILES strings and cell line genomic features, predict the synergy score measuring deviation from expected non-interaction effect. (1) Drug 2: C1=C(C(=O)NC(=O)N1)F. Cell line: K-562. Synergy scores: CSS=52.9, Synergy_ZIP=-8.00, Synergy_Bliss=-8.30, Synergy_Loewe=-6.45, Synergy_HSA=-5.27. Drug 1: CC12CCC(CC1=CCC3C2CCC4(C3CC=C4C5=CN=CC=C5)C)O. (2) Drug 1: C1C(C(OC1N2C=C(C(=O)NC2=O)F)CO)O. Drug 2: C(CN)CNCCSP(=O)(O)O. Cell line: EKVX. Synergy scores: CSS=0.473, Synergy_ZIP=0.208, Synergy_Bliss=0.635, Synergy_Loewe=-17.7, Synergy_HSA=0.162. (3) Drug 1: C(=O)(N)NO. Drug 2: CCCCC(=O)OCC(=O)C1(CC(C2=C(C1)C(=C3C(=C2O)C(=O)C4=C(C3=O)C=CC=C4OC)O)OC5CC(C(C(O5)C)O)NC(=O)C(F)(F)F)O. Cell line: OVCAR3. Synergy scores: CSS=27.2, Synergy_ZIP=-7.40, Synergy_Bliss=-10.3, Synergy_Loewe=-22.5, Synergy_HSA=-8.14. (4) Drug 1: CN(C)C1=NC(=NC(=N1)N(C)C)N(C)C. Drug 2: C1=CN(C(=O)N=C1N)C2C(C(C(O2)CO)O)O.Cl. Cell line: SNB-75. Synergy scores: CSS=8.31, Synergy_ZIP=0.441, Synergy_Bliss=5.59, Synergy_Loewe=-3.83, Synergy_HSA=3.98.